This data is from Drug-target binding data from BindingDB using Kd measurements. The task is: Regression. Given a target protein amino acid sequence and a drug SMILES string, predict the binding affinity score between them. We predict pKd (pKd = -log10(Kd in M); higher means stronger binding). Dataset: bindingdb_kd. (1) The drug is Cc1c(C(=O)NN2CCCCC2)nn(-c2ccc(Cl)cc2Cl)c1-c1ccc(Cl)cc1. The target protein sequence is MKSILDGLADTTFRTITTDLLYVGSNDIQYEDIKGDMASKLGYFPQKFPLTSFRGSPFQEKMTAGDNPQLVPADQVNITEFYNKSLSSFKENEENIQCGENFMDIECFMVLNPSQQLAIAVLSLTLGTFTVLENLLVLCVILHSRSLRCRPSYHFIGSLAVADLLGSVIFVYSFIDFHVFHRKDSRNVFLFKLGGVTASFTASVGSLFLTAIDRYISIHRPLAYKRIVTRPKAVVAFCLMWTIAIVIAVLPLLGWNCEKLQSVCSDIFPHIDETYLMFWIGVTSVLLLFIVYAYMYILWKAHSHAVRMIQRGTQKSIIIHTSEDGKVQVTRPDQARMDIALAKTLVLILVVLIICWGPLLAIMVYDVFGKMNKLIKTVFAFCSMLCLLNSTVNPIIYALRSKDLRHAFRSMFPSCEGTAQPLDNSMGDSDCLHKHANNAASVHRAAESCIKSTVKIAKVTMSVSTDTSAEAL. The pKd is 8.6. (2) The small molecule is Cc1ccc(-n2nc(C(C)(C)C)cc2NC(=O)Nc2ccc(OCCN3CCOCC3)c3ccccc23)cc1. The target protein sequence is HHSTVADGLITTLHYPAPKRNKPTVYGVSPNYDKWEMERTDITMKHKLGGGQFGEVYEGVWKKYSLTVAVKTLKEDTMEVEEFLKEAAVMKEIKHPNLVQLLGVCTREPPFYIITEFMTYGNLLDYLRECNRQEVNAVVLLYMATQISSAMEYLEKKNFIHRDLAARNCLVGENHLVKVADFGLSRLMTGDTYTAHAGAKFPIKWTAPESLAYNKFSIKSDVWAFGVLLWEIATYGMSPYPGIDLSQVYELLEKDYRMERPEGCPEKVYELMRACWQWNPSDRPSFAEIHQAFETMFQES. The pKd is 5.7. (3) The small molecule is COc1cc2ncnc(Nc3ccc(F)c(Cl)c3)c2cc1OCCCN1CCOCC1. The target protein sequence is GEAPNQALLRILKETEFKKIKVLSSGAFGTVYKGLWIPEGEKVKIPVAIKELREATSPKANKEILDEAYVMASVDNPHVCRLLGICLTSTVQLITQLMPFGCLLDYVREHKDNIGSQYLLNWCVQIAKGMNYLEDRRLVHRDLAARNVLVKTPQHVKITDFGLAKLLGAEEKEYHAEGGKVPIKWMALESILHRIYTHQSDVWSYGVTVWELMTFGSKPYDGIPASEISSILEKGERLPQPPICTIDVYMIMVKCWMIDADSRPKFRELIIEFSKMARDPQRYLVIQGDERMHLPSPTDSNFYRALMDEEDMDDVVDADEYLIPQQG. The pKd is 6.9. (4) The small molecule is C[C@]12O[C@H](C[C@]1(O)CO)n1c3ccccc3c3c4c(c5c6ccccc6n2c5c31)CNC4=O. The target protein (P09769) has sequence MGCVFCKKLEPVATAKEDAGLEGDFRSYGAADHYGPDPTKARPASSFAHIPNYSNFSSQAINPGFLDSGTIRGVSGIGVTLFIALYDYEARTEDDLTFTKGEKFHILNNTEGDWWEARSLSSGKTGCIPSNYVAPVDSIQAEEWYFGKIGRKDAERQLLSPGNPQGAFLIRESETTKGAYSLSIRDWDQTRGDHVKHYKIRKLDMGGYYITTRVQFNSVQELVQHYMEVNDGLCNLLIAPCTIMKPQTLGLAKDAWEISRSSITLERRLGTGCFGDVWLGTWNGSTKVAVKTLKPGTMSPKAFLEEAQVMKLLRHDKLVQLYAVVSEEPIYIVTEFMCHGSLLDFLKNPEGQDLRLPQLVDMAAQVAEGMAYMERMNYIHRDLRAANILVGERLACKIADFGLARLIKDDEYNPCQGSKFPIKWTAPEAALFGRFTIKSDVWSFGILLTELITKGRIPYPGMNKREVLEQVEQGYHMPCPPGCPASLYEAMEQTWRLDPE.... The pKd is 7.3.